Predict the product of the given reaction. From a dataset of Forward reaction prediction with 1.9M reactions from USPTO patents (1976-2016). (1) Given the reactants [CH3:1][CH:2]([S:4]([NH:7][CH:8]1[CH2:13][CH2:12][CH2:11][CH:10]=[C:9]1[C:14]1[CH:19]=[CH:18][C:17](OS(OC(F)(F)F)=O)=[CH:16][CH:15]=1)(=[O:6])=[O:5])[CH3:3].[C:28]([C:30]1[CH:31]=[C:32](Br)[CH:33]=[CH:34][CH:35]=1)#[N:29], predict the reaction product. The product is: [CH3:1][CH:2]([S:4]([NH:7][CH:8]1[C:9]([C:14]2[CH:19]=[CH:18][C:17]([C:34]3[CH:35]=[C:30]([C:28]#[N:29])[CH:31]=[CH:32][CH:33]=3)=[CH:16][CH:15]=2)=[CH:10][CH2:11][CH2:12][CH2:13]1)(=[O:6])=[O:5])[CH3:3]. (2) Given the reactants Br[C:2]1[CH:3]=[C:4]([Si:9]([CH3:12])([CH3:11])[CH3:10])[CH:5]=[C:6]([Br:8])[CH:7]=1.[Li]CCCC.[CH3:18][Si:19](Cl)([CH3:21])[CH3:20].Cl, predict the reaction product. The product is: [CH3:10][Si:9]([CH3:12])([CH3:11])[C:4]1[CH:5]=[C:6]([Br:8])[CH:7]=[C:2]([Si:19]([CH3:21])([CH3:20])[CH3:18])[CH:3]=1. (3) Given the reactants [C:1]([O:5][C:6]([N:8]1[CH2:13][CH2:12][CH:11]([CH:14]2[O:23][C:17]3=[CH:18][N:19]=[C:20](Cl)[CH:21]=[C:16]3[CH2:15]2)[CH2:10][CH2:9]1)=[O:7])([CH3:4])([CH3:3])[CH3:2].[C:24]([CH2:26][C:27]1[CH:32]=[CH:31][C:30](B(O)O)=[CH:29][CH:28]=1)#[N:25], predict the reaction product. The product is: [C:1]([O:5][C:6]([N:8]1[CH2:13][CH2:12][CH:11]([CH:14]2[O:23][C:17]3=[CH:18][N:19]=[C:20]([C:30]4[CH:31]=[CH:32][C:27]([CH2:26][C:24]#[N:25])=[CH:28][CH:29]=4)[CH:21]=[C:16]3[CH2:15]2)[CH2:10][CH2:9]1)=[O:7])([CH3:4])([CH3:3])[CH3:2]. (4) Given the reactants FC(S(O[C:9]1[CH:14]=[CH:13][C:12]([O:15][C:16]([F:19])([F:18])[F:17])=[CH:11][C:10]=1[Cl:20])(=O)=O)(F)F.[CH3:21][N:22](C=O)C, predict the reaction product. The product is: [Cl:20][C:10]1[CH:11]=[C:12]([O:15][C:16]([F:19])([F:18])[F:17])[CH:13]=[CH:14][C:9]=1[C:21]#[N:22]. (5) Given the reactants [CH2:1]([C:3]1[N:4]([CH2:16][CH2:17][CH2:18][CH2:19][NH2:20])[C:5]2[C:14]3[CH:13]=[CH:12][CH:11]=[CH:10][C:9]=3[N:8]=[CH:7][C:6]=2[N:15]=1)[CH3:2].C(O)(=O)C.[O:25]1[CH2:30][CH2:29][C:28](=O)[CH2:27][CH2:26]1.C(O[BH-](OC(=O)C)OC(=O)C)(=O)C.[Na+], predict the reaction product. The product is: [CH2:1]([C:3]1[N:4]([CH2:16][CH2:17][CH2:18][CH2:19][NH:20][CH:28]2[CH2:29][CH2:30][O:25][CH2:26][CH2:27]2)[C:5]2[C:14]3[CH:13]=[CH:12][CH:11]=[CH:10][C:9]=3[N:8]=[CH:7][C:6]=2[N:15]=1)[CH3:2]. (6) Given the reactants [C:1]([C:5]1[CH:6]=[C:7]([NH:10][C:11]2[CH:16]=[CH:15][C:14]([F:17])=[CH:13][CH:12]=2)[NH:8][N:9]=1)([CH3:4])([CH3:3])[CH3:2].[Cl:18][C:19]1[CH:24]=[C:23]([O:25][C:26]2[CH:31]=[CH:30][C:29]([N:32]=[C:33]=[O:34])=[CH:28][CH:27]=2)[N:22]=[CH:21][N:20]=1, predict the reaction product. The product is: [C:1]([C:5]1[CH:6]=[C:7]([NH:8][C:33]([NH:32][C:29]2[CH:28]=[CH:27][C:26]([O:25][C:23]3[CH:24]=[C:19]([Cl:18])[N:20]=[CH:21][N:22]=3)=[CH:31][CH:30]=2)=[O:34])[N:10]([C:11]2[CH:16]=[CH:15][C:14]([F:17])=[CH:13][CH:12]=2)[N:9]=1)([CH3:4])([CH3:3])[CH3:2]. (7) Given the reactants [CH:1]1([C:4]([N:6]2[CH2:10][CH2:9][C@@H:8]([CH2:11][NH:12][C:13]3[C:18]([NH2:19])=[CH:17][CH:16]=[CH:15][N:14]=3)[CH2:7]2)=[O:5])[CH2:3][CH2:2]1.[CH:20]([C:22]1[CH:27]=[CH:26][C:25]([C:28]2[CH:33]=[CH:32][CH:31]=[C:30]([C:34]([OH:36])=[O:35])[CH:29]=2)=[CH:24][CH:23]=1)=O, predict the reaction product. The product is: [CH:1]1([C:4]([N:6]2[CH2:10][CH2:9][C@@H:8]([CH2:11][N:12]3[C:13]4=[N:14][CH:15]=[CH:16][CH:17]=[C:18]4[N:19]=[C:20]3[C:22]3[CH:27]=[CH:26][C:25]([C:28]4[CH:33]=[CH:32][CH:31]=[C:30]([C:34]([OH:36])=[O:35])[CH:29]=4)=[CH:24][CH:23]=3)[CH2:7]2)=[O:5])[CH2:3][CH2:2]1.